This data is from Reaction yield outcomes from USPTO patents with 853,638 reactions. The task is: Predict the reaction yield, written as a fraction of the theoretical maximum amount of product (1.0 means a 100% yield; for example, 0.34 means a 34% yield). (1) The catalyst is ClC1C=CC=CC=1. The reactants are [Br:1][C:2]1[CH:7]=[CH:6][CH:5]=[CH:4][C:3]=1[NH:8][C:9](=[O:18])/[CH:10]=[CH:11]/C1C=CC=CC=1.[Cl-].[Cl-].[Cl-].[Al+3]. The product is [Br:1][C:2]1[CH:7]=[CH:6][CH:5]=[C:4]2[C:3]=1[NH:8][C:9](=[O:18])[CH:10]=[CH:11]2. The yield is 0.750. (2) The reactants are [F:1][CH:2]([F:11])[C:3]([C:5]1[CH:10]=[CH:9][CH:8]=[CH:7][CH:6]=1)=[O:4].Br[C:13]1[CH:18]=[CH:17][C:16]([C:19]([F:22])([F:21])[F:20])=[CH:15][CH:14]=1.ClC1C=CC(C(F)(F)F)=CC=1. No catalyst specified. The product is [F:1][C:2]([F:11])([C:13]1[CH:18]=[CH:17][C:16]([C:19]([F:22])([F:21])[F:20])=[CH:15][CH:14]=1)[C:3]([C:5]1[CH:6]=[CH:7][CH:8]=[CH:9][CH:10]=1)=[O:4]. The yield is 0.890. (3) The reactants are C([O:8][C:9]1[CH:14]=[C:13]([F:15])[C:12]([F:16])=[CH:11][C:10]=1[CH2:17][CH:18]=[CH:19][C:20]1[CH:72]=[C:23]2[N:24]=[C:25]([CH3:71])[C:26]([C@H:60]([O:66][C:67]([CH3:70])([CH3:69])[CH3:68])[C:61]([O:63][CH2:64][CH3:65])=[O:62])=[C:27]([N:28]3[CH2:33][CH2:32][C:31]([O:35][CH2:36][CH2:37][CH2:38][CH2:39][C@H:40]([O:42][Si](C(C)(C)C)(C4C=CC=CC=4)C4C=CC=CC=4)[CH3:41])([CH3:34])[CH2:30][CH2:29]3)[N:22]2[N:21]=1)C1C=CC=CC=1.[H][H].CCCC[N+](CCCC)(CCCC)CCCC.[F-]. The catalyst is C(O)C.C1COCC1.[Pd]. The product is [C:67]([O:66][C@@H:60]([C:26]1[C:25]([CH3:71])=[N:24][C:23]2[N:22]([N:21]=[C:20]([CH2:19][CH2:18][CH2:17][C:10]3[CH:11]=[C:12]([F:16])[C:13]([F:15])=[CH:14][C:9]=3[OH:8])[CH:72]=2)[C:27]=1[N:28]1[CH2:33][CH2:32][C:31]([O:35][CH2:36][CH2:37][CH2:38][CH2:39][C@H:40]([OH:42])[CH3:41])([CH3:34])[CH2:30][CH2:29]1)[C:61]([O:63][CH2:64][CH3:65])=[O:62])([CH3:68])([CH3:69])[CH3:70]. The yield is 0.664. (4) The reactants are C([O:8][C:9]([C:11]1([N:16]([S:23]([C:26]2[CH:31]=[CH:30][C:29]([C:32]3[CH:37]=[CH:36][C:35]([F:38])=[CH:34][CH:33]=3)=[CH:28][CH:27]=2)(=[O:25])=[O:24])[CH2:17][CH2:18][C:19]([O:21][CH3:22])=[O:20])[CH2:15][CH2:14][CH2:13][CH2:12]1)=[O:10])C1C=CC=CC=1. The catalyst is CO.[Pd]. The product is [F:38][C:35]1[CH:34]=[CH:33][C:32]([C:29]2[CH:30]=[CH:31][C:26]([S:23]([N:16]([CH2:17][CH2:18][C:19]([O:21][CH3:22])=[O:20])[C:11]3([C:9]([OH:10])=[O:8])[CH2:15][CH2:14][CH2:13][CH2:12]3)(=[O:24])=[O:25])=[CH:27][CH:28]=2)=[CH:37][CH:36]=1. The yield is 1.00. (5) The reactants are Br[CH2:2][C:3](=O)[CH2:4][CH2:5][C:6]([O:8][CH3:9])=[O:7].[Br:11][C:12]1[CH:13]=[C:14]([O:22][C:23]2[CH:28]=[CH:27][CH:26]=[CH:25][CH:24]=2)[C:15]([NH:18][C:19]([NH2:21])=[S:20])=[N:16][CH:17]=1.C(N(CC)CC)C. The catalyst is C(O)C. The product is [Br:11][C:12]1[CH:13]=[C:14]([O:22][C:23]2[CH:24]=[CH:25][CH:26]=[CH:27][CH:28]=2)[C:15]([NH:18][C:19]2[S:20][CH:2]=[C:3]([CH2:4][CH2:5][C:6]([O:8][CH3:9])=[O:7])[N:21]=2)=[N:16][CH:17]=1. The yield is 0.801. (6) The reactants are [NH2:1][C:2]1[C:7]([NH2:8])=[C:6]([Br:9])[CH:5]=[CH:4][N:3]=1.[CH3:10][N:11]1[CH:15]=[C:14]([CH:16]=O)[CH:13]=[N:12]1.CN(C=O)C.O.C1(C)C=CC(S(O)(=O)=O)=CC=1. The catalyst is C([O-])(O)=O.[Na+]. The product is [Br:9][C:6]1[CH:5]=[CH:4][N:3]=[C:2]2[NH:1][C:16]([C:14]3[CH:13]=[N:12][N:11]([CH3:10])[CH:15]=3)=[N:8][C:7]=12. The yield is 0.680. (7) The reactants are [H-].[H-].[H-].[H-].[Li+].[Al+3].C([O:9][C:10](=O)[CH2:11][CH:12]1[CH2:17][CH2:16][N:15]([C:18]([O:20][C:21]([CH3:24])([CH3:23])[CH3:22])=[O:19])[CH2:14][CH2:13]1)C.S([O-])([O-])(=O)=O.[Na+].[Na+]. The catalyst is C1COCC1. The product is [OH:9][CH2:10][CH2:11][CH:12]1[CH2:13][CH2:14][N:15]([C:18]([O:20][C:21]([CH3:24])([CH3:23])[CH3:22])=[O:19])[CH2:16][CH2:17]1. The yield is 0.920.